Dataset: TCR-epitope binding with 47,182 pairs between 192 epitopes and 23,139 TCRs. Task: Binary Classification. Given a T-cell receptor sequence (or CDR3 region) and an epitope sequence, predict whether binding occurs between them. (1) The epitope is ALLADKFPV. The TCR CDR3 sequence is CASSLSRQGGDEQFF. Result: 0 (the TCR does not bind to the epitope). (2) The epitope is FLPRVFSAV. The TCR CDR3 sequence is CASSRTSGTPDTQYF. Result: 1 (the TCR binds to the epitope). (3) The epitope is YIFFASFYY. The TCR CDR3 sequence is CASTLDRDGTQYF. Result: 0 (the TCR does not bind to the epitope). (4) The epitope is FVDGVPFVV. The TCR CDR3 sequence is CASSLILGQGFDGNQPQHF. Result: 0 (the TCR does not bind to the epitope). (5) The epitope is GTHWFVTQR. The TCR CDR3 sequence is CASSPPGLANEQFF. Result: 0 (the TCR does not bind to the epitope). (6) The epitope is TTLPVNVAF. The TCR CDR3 sequence is CASSFPPQLGAYEQYF. Result: 0 (the TCR does not bind to the epitope). (7) The epitope is YLNTLTLAV. The TCR CDR3 sequence is CASTQGYEQYF. Result: 1 (the TCR binds to the epitope).